Predict the product of the given reaction. From a dataset of Forward reaction prediction with 1.9M reactions from USPTO patents (1976-2016). (1) Given the reactants Cl[CH2:2][CH2:3][CH2:4][N:5]1[CH2:9][CH2:8][CH2:7][C:6]1=[O:10].C(=O)([O-])[O-].[Cs+].[Cs+].[OH:17][C:18]1[CH:23]=[CH:22][CH:21]=[CH:20][C:19]=1/[CH:24]=[CH:25]/[CH:26]([CH2:39][C:40]1[CH:45]=[CH:44][C:43]([C:46]([O:48][CH3:49])=[O:47])=[CH:42][CH:41]=1)[CH2:27][CH2:28][C:29]1[CH:38]=[CH:37][C:32]([C:33]([O:35][CH3:36])=[O:34])=[CH:31][CH:30]=1, predict the reaction product. The product is: [CH3:49][O:48][C:46]([C:43]1[CH:42]=[CH:41][C:40]([CH2:39][CH:26](/[CH:25]=[CH:24]/[C:19]2[CH:20]=[CH:21][CH:22]=[CH:23][C:18]=2[O:17][CH2:2][CH2:3][CH2:4][N:5]2[CH2:9][CH2:8][CH2:7][C:6]2=[O:10])[CH2:27][CH2:28][C:29]2[CH:38]=[CH:37][C:32]([C:33]([O:35][CH3:36])=[O:34])=[CH:31][CH:30]=2)=[CH:45][CH:44]=1)=[O:47]. (2) Given the reactants S(=O)(=O)(O)O.[C:6]1([N:12]2[CH2:17][CH2:16][O:15][CH2:14][C:13]2=[O:18])[CH:11]=[CH:10][CH:9]=[CH:8][CH:7]=1.[N+:19]([O-])([OH:21])=[O:20], predict the reaction product. The product is: [N+:19]([C:9]1[CH:8]=[CH:7][C:6]([N:12]2[CH2:17][CH2:16][O:15][CH2:14][C:13]2=[O:18])=[CH:11][CH:10]=1)([O-:21])=[O:20]. (3) The product is: [C:24]1([C:22]#[C:23][C:6]2[CH:7]=[CH:8][CH:9]=[CH:10][C:5]=2[NH:4][C:1](=[O:3])[CH3:2])[CH2:29][CH2:28][CH2:27][CH2:26][CH:25]=1. Given the reactants [C:1]([NH:4][C:5]1[CH:10]=[CH:9][CH:8]=[CH:7][C:6]=1OS(C1C=CC(C)=CC=1)(=O)=O)(=[O:3])[CH3:2].[C:22]([C:24]1[CH2:29][CH2:28][CH2:27][CH2:26][CH:25]=1)#[CH:23], predict the reaction product. (4) Given the reactants C[Si](C)(C)[CH:3]1[S:8][CH2:7][CH2:6][CH2:5][S:4]1.[Li]CCCC.[F:16][C:17]1[CH:18]=[C:19]2[C:24](=[CH:25][CH:26]=1)[O:23][CH2:22][CH2:21][C:20]2=O.O, predict the reaction product. The product is: [S:4]1[CH2:5][CH2:6][CH2:7][S:8][C:3]1=[C:20]1[C:19]2[C:24](=[CH:25][CH:26]=[C:17]([F:16])[CH:18]=2)[O:23][CH2:22][CH2:21]1. (5) Given the reactants CCN(C(C)C)C(C)C.Cl.Cl.[NH:12]1[CH2:17][CH2:16][CH2:15][CH2:14][CH:13]1[CH2:18][NH:19][C:20]([NH:22][C:23]1[N:24]=[C:25]2[CH:31]=[CH:30][N:29]([CH2:32][O:33][CH2:34][CH2:35][Si:36]([CH3:39])([CH3:38])[CH3:37])[C:26]2=[N:27][CH:28]=1)=[O:21].O([CH2:48][C:49]([F:52])([F:51])[F:50])S(C(F)(F)F)(=O)=O, predict the reaction product. The product is: [F:50][C:49]([F:52])([F:51])[CH2:48][N:12]1[CH2:17][CH2:16][CH2:15][CH2:14][CH:13]1[CH2:18][NH:19][C:20]([NH:22][C:23]1[N:24]=[C:25]2[CH:31]=[CH:30][N:29]([CH2:32][O:33][CH2:34][CH2:35][Si:36]([CH3:39])([CH3:38])[CH3:37])[C:26]2=[N:27][CH:28]=1)=[O:21].